Predict the reactants needed to synthesize the given product. From a dataset of Full USPTO retrosynthesis dataset with 1.9M reactions from patents (1976-2016). Given the product [NH2:25][C:26]1[CH:34]=[CH:33][C:29]([C:30]([NH:53][C:52]2[CH:54]=[CH:55][C:49]([C:45]([CH3:48])([CH3:47])[CH3:46])=[CH:50][CH:51]=2)=[O:32])=[CH:28][C:27]=1[N+:35]([O-:37])=[O:36], predict the reactants needed to synthesize it. The reactants are: CN(C(ON1N=NC2C=CC=NC1=2)=[N+](C)C)C.F[P-](F)(F)(F)(F)F.[NH2:25][C:26]1[CH:34]=[CH:33][C:29]([C:30]([OH:32])=O)=[CH:28][C:27]=1[N+:35]([O-:37])=[O:36].C(N(CC)CC)C.[C:45]([C:49]1[CH:55]=[CH:54][C:52]([NH2:53])=[CH:51][CH:50]=1)([CH3:48])([CH3:47])[CH3:46].